From a dataset of Reaction yield outcomes from USPTO patents with 853,638 reactions. Predict the reaction yield, written as a fraction of the theoretical maximum amount of product (1.0 means a 100% yield; for example, 0.34 means a 34% yield). (1) The reactants are [Br:1][C:2]1[C:3]([OH:13])=[CH:4][C:5]([F:12])=[C:6]([CH:11]=1)[C:7]([O:9][CH3:10])=[O:8].[O:14]1[CH:19]=[CH:18][CH2:17][CH2:16][CH2:15]1. The catalyst is C(Cl)Cl.CC1C=CC(S([O-])(=O)=O)=CC=1.C1C=C[NH+]=CC=1. The product is [Br:1][C:2]1[C:3]([O:13][CH:15]2[CH2:16][CH2:17][CH2:18][CH2:19][O:14]2)=[CH:4][C:5]([F:12])=[C:6]([CH:11]=1)[C:7]([O:9][CH3:10])=[O:8]. The yield is 0.760. (2) The reactants are C(#N)C.[Si:4]([O:21][C:22]1[C@@H:23]([CH2:46][OH:47])[O:24][C@@H:25]([C:27]2[N:35]3[C:30]([C:31]([NH:36][C@@H:37]4[C:45]5[C:40](=[CH:41][CH:42]=[CH:43][CH:44]=5)[CH2:39][CH2:38]4)=[N:32][CH:33]=[N:34]3)=[CH:29][CH:28]=2)[CH:26]=1)([C:17]([CH3:20])([CH3:19])[CH3:18])([C:11]1[CH:16]=[CH:15][CH:14]=[CH:13][CH:12]=1)[C:5]1[CH:10]=[CH:9][CH:8]=[CH:7][CH:6]=1.[S:48](Cl)(=[O:51])(=[O:50])[NH2:49]. The catalyst is C(N(CC)CC)C. The product is [S:48](=[O:51])(=[O:50])([O:47][CH2:46][C@@H:23]1[C:22]([O:21][Si:4]([C:17]([CH3:18])([CH3:19])[CH3:20])([C:5]2[CH:10]=[CH:9][CH:8]=[CH:7][CH:6]=2)[C:11]2[CH:12]=[CH:13][CH:14]=[CH:15][CH:16]=2)=[CH:26][C@H:25]([C:27]2[N:35]3[C:30]([C:31]([NH:36][C@@H:37]4[C:45]5[C:40](=[CH:41][CH:42]=[CH:43][CH:44]=5)[CH2:39][CH2:38]4)=[N:32][CH:33]=[N:34]3)=[CH:29][CH:28]=2)[O:24]1)[NH2:49]. The yield is 0.660.